Task: Predict the reaction yield, written as a fraction of the theoretical maximum amount of product (1.0 means a 100% yield; for example, 0.34 means a 34% yield).. Dataset: Reaction yield outcomes from USPTO patents with 853,638 reactions (1) The catalyst is C(O)(C(F)(F)F)=O. The reactants are [BH4-].[Na+].[C:3]1([S:9]([N:12]2[C:20]3[C:15](=[CH:16][C:17]([C:21](=O)[CH3:22])=[CH:18][CH:19]=3)[CH2:14][CH2:13]2)(=[O:11])=[O:10])[CH:8]=[CH:7][CH:6]=[CH:5][CH:4]=1.O.[OH-].[Na+]. The yield is 0.470. The product is [CH2:21]([C:17]1[CH:16]=[C:15]2[C:20](=[CH:19][CH:18]=1)[N:12]([S:9]([C:3]1[CH:8]=[CH:7][CH:6]=[CH:5][CH:4]=1)(=[O:11])=[O:10])[CH2:13][CH2:14]2)[CH3:22]. (2) The reactants are [CH2:1]([O:5][C:6]1[CH:10]=[C:9]([C:11]([O:13]C)=[O:12])[N:8]([CH2:15][C:16]2[CH:21]=[CH:20][C:19]([C:22]([F:25])([F:24])[F:23])=[CH:18][C:17]=2[Cl:26])[N:7]=1)[CH2:2][CH2:3][CH3:4].[OH-].[Na+].O1CCCC1. The catalyst is C(O)C. The product is [CH2:1]([O:5][C:6]1[CH:10]=[C:9]([C:11]([OH:13])=[O:12])[N:8]([CH2:15][C:16]2[CH:21]=[CH:20][C:19]([C:22]([F:25])([F:24])[F:23])=[CH:18][C:17]=2[Cl:26])[N:7]=1)[CH2:2][CH2:3][CH3:4]. The yield is 0.830. (3) The reactants are Cl.C(O[C:5](=[NH:37])[C:6]1[CH:11]=[CH:10][C:9]([NH:12][C:13]2[N:14]=[CH:15][C:16]3[CH2:22][N:21]=[C:20]([C:23]4[C:28]([F:29])=[CH:27][CH:26]=[CH:25][C:24]=4[F:30])[C:19]4[CH:31]=[C:32]([Cl:35])[CH:33]=[CH:34][C:18]=4[C:17]=3[N:36]=2)=[CH:8][CH:7]=1)C.[CH3:38][CH:39]1[CH2:44][NH:43][CH2:42][CH:41]([CH3:45])[NH:40]1. The product is [Cl:35][C:32]1[CH:33]=[CH:34][C:18]2[C:17]3[N:36]=[C:13]([NH:12][C:9]4[CH:10]=[CH:11][C:6]([C:5]([N:43]5[CH2:42][CH:41]([CH3:45])[NH:40][CH:39]([CH3:38])[CH2:44]5)=[NH:37])=[CH:7][CH:8]=4)[N:14]=[CH:15][C:16]=3[CH2:22][N:21]=[C:20]([C:23]3[C:28]([F:29])=[CH:27][CH:26]=[CH:25][C:24]=3[F:30])[C:19]=2[CH:31]=1. The yield is 0.300. The catalyst is C(O)C. (4) The product is [CH:1]([C:5]1[CH:10]=[CH:9][C:8]([N:11]2[C:20](=[O:21])[C:19]3[C:14](=[CH:15][CH:16]=[CH:17][CH:18]=3)[N:13]=[C:12]2[C:22]2[CH:23]=[N:24][C:25]([CH3:29])=[CH:26][CH:27]=2)=[CH:7][CH:6]=1)([CH2:3][CH3:4])[CH3:2]. The catalyst is O1CCOCC1.C1C=CC([P]([Pd]([P](C2C=CC=CC=2)(C2C=CC=CC=2)C2C=CC=CC=2)([P](C2C=CC=CC=2)(C2C=CC=CC=2)C2C=CC=CC=2)[P](C2C=CC=CC=2)(C2C=CC=CC=2)C2C=CC=CC=2)(C2C=CC=CC=2)C2C=CC=CC=2)=CC=1. The reactants are [CH:1]([C:5]1[CH:10]=[CH:9][C:8]([N:11]2[C:20](=[O:21])[C:19]3[C:14](=[CH:15][CH:16]=[CH:17][CH:18]=3)[N:13]=[C:12]2[C:22]2[CH:23]=[N:24][C:25](Cl)=[CH:26][CH:27]=2)=[CH:7][CH:6]=1)([CH2:3][CH3:4])[CH3:2].[CH3:29]B1OB(C)OB(C)O1.C([O-])([O-])=O.[K+].[K+]. The yield is 0.590. (5) The reactants are [CH2:1]([O:3][C:4]([C@@H:6]1[CH2:10][CH2:9][C:8](=[O:11])[NH:7]1)=[O:5])[CH3:2].CCN(CC)CC.[CH3:19][C:20]([O:23][C:24](O[C:24]([O:23][C:20]([CH3:22])([CH3:21])[CH3:19])=[O:25])=[O:25])([CH3:22])[CH3:21]. The catalyst is C(#N)C.CN(C1C=CN=CC=1)C. The product is [CH2:1]([O:3][C:4]([C@@H:6]1[CH2:10][CH2:9][C:8](=[O:11])[N:7]1[C:24]([O:23][C:20]([CH3:22])([CH3:21])[CH3:19])=[O:25])=[O:5])[CH3:2]. The yield is 0.960. (6) The reactants are [CH2:1]([N:8]([CH2:17][C:18]1[CH:23]=[CH:22][CH:21]=[CH:20][CH:19]=1)[C:9]1[CH:10]=[CH:11][C:12]([CH:15]=O)=[N:13][CH:14]=1)[C:2]1[CH:7]=[CH:6][CH:5]=[CH:4][CH:3]=1.[CH3:24][O:25][CH2:26][CH2:27][NH2:28].C(O[BH-](OC(=O)C)OC(=O)C)(=O)C.[Na+].C([O-])(O)=O.[Na+]. The yield is 0.580. The product is [CH2:17]([N:8]([CH2:1][C:2]1[CH:7]=[CH:6][CH:5]=[CH:4][CH:3]=1)[C:9]1[CH:14]=[N:13][C:12]([CH2:15][NH:28][CH2:27][CH2:26][O:25][CH3:24])=[CH:11][CH:10]=1)[C:18]1[CH:19]=[CH:20][CH:21]=[CH:22][CH:23]=1. The catalyst is O1CCCC1.C(O)(=O)C.O. (7) The reactants are [C:1]([NH:9][C@H:10]([C:12]([OH:14])=O)[CH3:11])(=[O:8])[C:2]1[CH:7]=[CH:6][CH:5]=[CH:4][CH:3]=1.C(C1NC=CN=1)(C1NC=CN=1)=O.[C:27]([O:30][CH2:31][CH3:32])(=[O:29])[CH3:28].[Li+].CC([N-]C(C)C)C. The catalyst is C1COCC1. The product is [C:1]([NH:9][CH:10]([CH3:11])[C:12](=[O:14])[CH2:28][C:27]([O:30][CH2:31][CH3:32])=[O:29])(=[O:8])[C:2]1[CH:3]=[CH:4][CH:5]=[CH:6][CH:7]=1. The yield is 0.955.